From a dataset of Reaction yield outcomes from USPTO patents with 853,638 reactions. Predict the reaction yield, written as a fraction of the theoretical maximum amount of product (1.0 means a 100% yield; for example, 0.34 means a 34% yield). (1) The reactants are [C:1]([C:5]1[CH:6]=[CH:7][C:8]([CH3:19])=[C:9](OS(C(F)(F)F)(=O)=O)[CH:10]=1)([CH3:4])([CH3:3])[CH3:2].C(N(CC)CC)C.[CH3:27][Si:28]([C:31]#[CH:32])([CH3:30])[CH3:29].CN(C)C=O. The catalyst is Cl[Pd](Cl)([P](C1C=CC=CC=1)(C1C=CC=CC=1)C1C=CC=CC=1)[P](C1C=CC=CC=1)(C1C=CC=CC=1)C1C=CC=CC=1.CCCCCC. The product is [C:1]([C:5]1[CH:6]=[CH:7][C:8]([CH3:19])=[C:9]([C:32]#[C:31][Si:28]([CH3:30])([CH3:29])[CH3:27])[CH:10]=1)([CH3:4])([CH3:3])[CH3:2]. The yield is 0.690. (2) The reactants are [CH2:1]([O:3][C@@H:4]([CH2:10][C:11]1[CH:16]=[CH:15][C:14]([O:17][CH2:18][C:19]([N:21]([CH2:30][CH2:31][CH2:32][CH2:33][CH2:34][CH3:35])[CH2:22][CH2:23][C:24]2[CH:29]=[CH:28][CH:27]=[CH:26][CH:25]=2)=[O:20])=[CH:13][CH:12]=1)[C:5]([O:7]CC)=[O:6])[CH3:2].[Li+].[OH-].Cl. The catalyst is C1COCC1. The product is [CH2:1]([O:3][C@@H:4]([CH2:10][C:11]1[CH:16]=[CH:15][C:14]([O:17][CH2:18][C:19]([N:21]([CH2:30][CH2:31][CH2:32][CH2:33][CH2:34][CH3:35])[CH2:22][CH2:23][C:24]2[CH:25]=[CH:26][CH:27]=[CH:28][CH:29]=2)=[O:20])=[CH:13][CH:12]=1)[C:5]([OH:7])=[O:6])[CH3:2]. The yield is 0.960. (3) The reactants are Br[C:2]1[N:7]=[C:6]([CH3:8])[C:5]([CH:9]=[O:10])=[CH:4][CH:3]=1.[C:11]([O:15][C:16](=[O:26])[CH2:17][O:18][C:19]1[CH:24]=[CH:23][C:22]([OH:25])=[CH:21][CH:20]=1)([CH3:14])([CH3:13])[CH3:12].C([O-])([O-])=O.[K+].[K+]. The catalyst is CN(C=O)C. The product is [C:11]([O:15][C:16](=[O:26])[CH2:17][O:18][C:19]1[CH:20]=[CH:21][C:22]([O:25][C:2]2[CH:3]=[CH:4][C:5]([CH:9]=[O:10])=[C:6]([CH3:8])[N:7]=2)=[CH:23][CH:24]=1)([CH3:14])([CH3:12])[CH3:13]. The yield is 0.540. (4) The reactants are [OH-].[K+].[C:3]([O:7][C:8]([N:10]1[CH2:14][CH2:13][C:12]([CH2:26][C:27]2[CH:32]=[CH:31][CH:30]=[CH:29][CH:28]=2)([C:15]([C:17]2[CH:18]=[C:19]3[C:23](=[CH:24][CH:25]=2)[NH:22][CH:21]=[CH:20]3)=[O:16])[CH2:11]1)=[O:9])([CH3:6])([CH3:5])[CH3:4].[I:33]I.[H-].[Na+].[C:37]1([S:43](Cl)(=[O:45])=[O:44])[CH:42]=[CH:41][CH:40]=[CH:39][CH:38]=1. The catalyst is CN(C=O)C. The product is [C:3]([O:7][C:8]([N:10]1[CH2:14][CH2:13][C:12]([C:15]([C:17]2[CH:18]=[C:19]3[C:23](=[CH:24][CH:25]=2)[N:22]([S:43]([C:37]2[CH:42]=[CH:41][CH:40]=[CH:39][CH:38]=2)(=[O:45])=[O:44])[CH:21]=[C:20]3[I:33])=[O:16])([CH2:26][C:27]2[CH:28]=[CH:29][CH:30]=[CH:31][CH:32]=2)[CH2:11]1)=[O:9])([CH3:6])([CH3:4])[CH3:5]. The yield is 0.910. (5) The reactants are [H-].[Na+].[C:3]1([CH2:9][CH:10]([CH2:16][C:17]([O:19][CH2:20][CH3:21])=[O:18])[C:11]([O:13][CH2:14][CH3:15])=[O:12])[CH:8]=[CH:7][CH:6]=[CH:5][CH:4]=1.BrC[C:24]1[CH:34]=[CH:33][CH:32]=[C:26]2[C:27]([NH:29][C:30](=[O:31])[C:25]=12)=[O:28].[CH2:35]1COCC1. No catalyst specified. The product is [O:31]=[C:30]1[C:25]2[C:26](=[CH:32][CH:33]=[CH:34][CH:24]=2)[C:27](=[O:28])[N:29]1[CH2:35][C:10]([CH2:9][C:3]1[CH:4]=[CH:5][CH:6]=[CH:7][CH:8]=1)([CH2:16][C:17]([O:19][CH2:20][CH3:21])=[O:18])[C:11]([O:13][CH2:14][CH3:15])=[O:12]. The yield is 0.640.